This data is from Experimentally validated miRNA-target interactions with 360,000+ pairs, plus equal number of negative samples. The task is: Binary Classification. Given a miRNA mature sequence and a target amino acid sequence, predict their likelihood of interaction. The miRNA is hsa-miR-4434 with sequence AGGAGAAGUAAAGUAGAA. The protein sequence of the target gene is MGFLGTGTWILVLVLPIQAFPKPGGSQDKSLHNRELSAERPLNEQIAEAEEDKIKKTYPPENKPGQSNYSFVDNLNLLKAITEKEKIEKERQSIRSSPLDNKLNVEDVDSTKNRKLIDDYDSTKSGLDHKFQDDPDGLHQLDGTPLTAEDIVHKIAARIYEENDRAVFDKIVSKLLNLGLITESQAHTLEDEVAEVLQKLISKEANNYEEDPNKPTSWTENQAGKIPEKVTPMAAIQDGLAKGENDETVSNTLTLTNGLERRTKTYSEDNFEELQYFPNFYALLKSIDSEKEAKEKETLI.... Result: 0 (no interaction).